Dataset: Catalyst prediction with 721,799 reactions and 888 catalyst types from USPTO. Task: Predict which catalyst facilitates the given reaction. (1) Reactant: [NH2:1][C:2]1[S:6][C:5]([C:7]2[CH:12]=[CH:11][C:10]([C:13]([OH:16])([CH3:15])[CH3:14])=[CH:9][CH:8]=2)=[N:4][C:3]=1[C:17]([NH2:19])=[O:18].Cl[C:21]1[N:26]=[C:25]([CH3:27])[C:24]([C:28]([OH:31])([CH3:30])[CH3:29])=[CH:23][CH:22]=1.CC(C1C=C(C(C)C)C(C2C=CC=CC=2P(C2CCCCC2)C2CCCCC2)=C(C(C)C)C=1)C.C(=O)([O-])[O-].[K+].[K+].C(O)(CC)(C)C. Product: [OH:31][C:28]([C:24]1[CH:23]=[CH:22][C:21]([NH:1][C:2]2[S:6][C:5]([C:7]3[CH:8]=[CH:9][C:10]([C:13]([OH:16])([CH3:15])[CH3:14])=[CH:11][CH:12]=3)=[N:4][C:3]=2[C:17]([NH2:19])=[O:18])=[N:26][C:25]=1[CH3:27])([CH3:30])[CH3:29]. The catalyst class is: 110. (2) Reactant: [Cl:1][C:2]1[C:11]([CH3:12])=[C:10]2[C:5]([C:6]([CH3:15])([CH3:14])[CH2:7][C:8](=[O:13])[NH:9]2)=[CH:4][C:3]=1[CH2:16][CH2:17]Cl.Cl.[N:20]1([C:26]2[C:30]3[CH:31]=[CH:32][CH:33]=[CH:34][C:29]=3[S:28][N:27]=2)[CH2:25][CH2:24][NH:23][CH2:22][CH2:21]1.C(=O)([O-])[O-].[K+].[K+].[I].[K]. Product: [S:28]1[C:29]2[CH:34]=[CH:33][CH:32]=[CH:31][C:30]=2[C:26]([N:20]2[CH2:21][CH2:22][N:23]([CH2:17][CH2:16][C:3]3[CH:4]=[C:5]4[C:10](=[C:11]([CH3:12])[C:2]=3[Cl:1])[NH:9][C:8](=[O:13])[CH2:7][C:6]4([CH3:15])[CH3:14])[CH2:24][CH2:25]2)=[N:27]1. The catalyst class is: 47.